The task is: Predict the reaction yield, written as a fraction of the theoretical maximum amount of product (1.0 means a 100% yield; for example, 0.34 means a 34% yield).. This data is from Reaction yield outcomes from USPTO patents with 853,638 reactions. (1) The reactants are C([C:3]1[CH:11]=[CH:10][C:6]([C:7](O)=[O:8])=[C:5]([CH3:12])[C:4]=1[Br:13])C.CO.Cl. The catalyst is O1CCCC1. The product is [Br:13][C:4]1[C:5]([CH3:12])=[C:6]([CH2:7][OH:8])[CH:10]=[CH:11][CH:3]=1. The yield is 0.900. (2) The reactants are Br[C:2]1[CH:7]=[CH:6][CH:5]=[C:4]([CH:8]([F:10])[F:9])[N:3]=1.[CH2:11]([N:15]1[N:19]=[C:18]2[CH:20]=[CH:21][CH:22]=[CH:23][C:17]2=[N:16]1)[CH2:12][C:13]#[CH:14]. No catalyst specified. The product is [F:9][CH:8]([F:10])[C:4]1[N:3]=[C:2]([C:14]#[C:13][CH2:12][CH2:11][N:15]2[N:16]=[C:17]3[CH:23]=[CH:22][CH:21]=[CH:20][C:18]3=[N:19]2)[CH:7]=[CH:6][CH:5]=1. The yield is 0.0800. (3) The reactants are [NH2:1][N:2]1[C@H:6]([CH2:7][O:8][C:9]([C:22]2[CH:27]=[CH:26][CH:25]=[CH:24][CH:23]=2)([C:16]2[CH:21]=[CH:20][CH:19]=[CH:18][CH:17]=2)[C:10]2[CH:15]=[CH:14][CH:13]=[CH:12][CH:11]=2)[CH2:5][CH2:4][C:3]1=O.[CH:29]([NH2:31])=O. The catalyst is CN(C=O)C.C(OCC)(=O)C.[Cl-].[Zn+2].[Cl-]. The product is [C:9]([O:8][CH2:7][C@H:6]1[N:2]2[N:1]=[CH:29][N:31]=[C:3]2[CH2:4][CH2:5]1)([C:10]1[CH:11]=[CH:12][CH:13]=[CH:14][CH:15]=1)([C:16]1[CH:21]=[CH:20][CH:19]=[CH:18][CH:17]=1)[C:22]1[CH:23]=[CH:24][CH:25]=[CH:26][CH:27]=1. The yield is 0.490. (4) The reactants are Br[C:2]1[N:7]=[C:6]2[N:8]([C@H:12]([C:14]3[CH:19]=[CH:18][CH:17]=[CH:16][CH:15]=3)[CH3:13])[C:9]([OH:11])=[N:10][C:5]2=[N:4][CH:3]=1.CN1C[CH2:24][CH2:23][C:22]1=O.C(N(CC)CC)C.C([Sn](CCCC)(CCCC)/C=C/C)CCC. The catalyst is CCOC(C)=O.C1C=CC([P]([Pd]([P](C2C=CC=CC=2)(C2C=CC=CC=2)C2C=CC=CC=2)([P](C2C=CC=CC=2)(C2C=CC=CC=2)C2C=CC=CC=2)[P](C2C=CC=CC=2)(C2C=CC=CC=2)C2C=CC=CC=2)(C2C=CC=CC=2)C2C=CC=CC=2)=CC=1. The product is [C:14]1([C@@H:12]([N:8]2[C:6]3=[N:7][C:2](/[CH:22]=[CH:23]/[CH3:24])=[CH:3][N:4]=[C:5]3[N:10]=[C:9]2[OH:11])[CH3:13])[CH:19]=[CH:18][CH:17]=[CH:16][CH:15]=1. The yield is 0.540. (5) The reactants are BrC1C(N2CCC[C@@H](NC(=O)OC(C)(C)C)C2)=C2C([NH:11][C:12]([CH:14]3[CH2:18][CH2:17][CH2:16][O:15]3)=[O:13])=CNC2=NC=1.[ClH:33]. The catalyst is C(O)(C(F)(F)F)=O.CO.C(Cl)Cl.CCOCC. The product is [ClH:33].[O:15]1[CH2:16][CH2:17][CH2:18][CH:14]1[C:12]([NH2:11])=[O:13]. The yield is 0.210. (6) The reactants are [N+:1]([C:4]1[CH:9]=[C:8]([N+:10]([O-])=O)[CH:7]=[CH:6][C:5]=1[C:13]([OH:22])([C:18]([F:21])([F:20])[F:19])[C:14](OC)=[O:15])([O-])=O.Cl. The catalyst is C(OCC)(=O)C.[Pd]. The product is [NH2:10][C:8]1[CH:9]=[C:4]2[C:5]([C:13]([OH:22])([C:18]([F:21])([F:20])[F:19])[C:14](=[O:15])[NH:1]2)=[CH:6][CH:7]=1. The yield is 0.990.